Dataset: Forward reaction prediction with 1.9M reactions from USPTO patents (1976-2016). Task: Predict the product of the given reaction. (1) Given the reactants [Br:1][C:2]1[C:10]2[C:5](=[N:6][CH:7]=[CH:8][C:9]=2[O:11][C:12]2[CH:17]=[CH:16][C:15]([C:18]3[NH:22][C:21]4[CH:23]=[CH:24][CH:25]=[CH:26][C:20]=4[N:19]=3)=[CH:14][CH:13]=2)[N:4]([CH2:27][C:28]2[CH:33]=[CH:32][C:31]([O:34][CH3:35])=[CH:30][CH:29]=2)[N:3]=1.C([O-])([O-])=O.[K+].[K+].Cl[CH2:43][C:44]1[CH:49]=[CH:48][C:47]([O:50][CH3:51])=[CH:46][CH:45]=1.O, predict the reaction product. The product is: [Br:1][C:2]1[C:10]2[C:5](=[N:6][CH:7]=[CH:8][C:9]=2[O:11][C:12]2[CH:13]=[CH:14][C:15]([C:18]3[N:22]([CH2:43][C:44]4[CH:49]=[CH:48][C:47]([O:50][CH3:51])=[CH:46][CH:45]=4)[C:21]4[CH:23]=[CH:24][CH:25]=[CH:26][C:20]=4[N:19]=3)=[CH:16][CH:17]=2)[N:4]([CH2:27][C:28]2[CH:29]=[CH:30][C:31]([O:34][CH3:35])=[CH:32][CH:33]=2)[N:3]=1. (2) The product is: [Cl:1][C:2]1[CH:10]=[C:9]2[C:5]([C:6]([CH:16]([OH:21])[CH2:17][CH2:18][S:19][CH3:20])=[C:7]([C:11]([O:13][CH2:14][CH3:15])=[O:12])[NH:8]2)=[CH:4][CH:3]=1. Given the reactants [Cl:1][C:2]1[CH:10]=[C:9]2[C:5]([C:6]([C:16](=[O:21])[CH2:17][CH2:18][S:19][CH3:20])=[C:7]([C:11]([O:13][CH2:14][CH3:15])=[O:12])[NH:8]2)=[CH:4][CH:3]=1.[BH4-].[Na+], predict the reaction product. (3) Given the reactants [CH2:1]([O:8][C:9]([CH2:11][N:12]1[C:17]([C:18]2[CH:23]=[CH:22][CH:21]=[C:20](N)[CH:19]=2)=[C:16]([Cl:25])[N:15]=[C:14]([Cl:26])[C:13]1=[O:27])=[O:10])[C:2]1[CH:7]=[CH:6][CH:5]=[CH:4][CH:3]=1.[CH2:28]=O.[BH3-][C:31]#[N:32].[Na+], predict the reaction product. The product is: [CH2:1]([O:8][C:9]([CH2:11][N:12]1[C:17]([C:18]2[CH:23]=[CH:22][CH:21]=[C:20]([N:32]([CH3:31])[CH3:28])[CH:19]=2)=[C:16]([Cl:25])[N:15]=[C:14]([Cl:26])[C:13]1=[O:27])=[O:10])[C:2]1[CH:7]=[CH:6][CH:5]=[CH:4][CH:3]=1. (4) Given the reactants CC1CCCO1.[Br:7][C:8]1[CH:9]=[C:10]2[C:16]([C:17]([C:19]3[C:24]([F:25])=[CH:23][CH:22]=[C:21]([N+:26]([O-])=O)[C:20]=3[F:29])=[O:18])=[CH:15][NH:14][C:11]2=[N:12][CH:13]=1.[Sn](Cl)Cl, predict the reaction product. The product is: [NH2:26][C:21]1[C:20]([F:29])=[C:19]([C:17]([C:16]2[C:10]3[C:11](=[N:12][CH:13]=[C:8]([Br:7])[CH:9]=3)[NH:14][CH:15]=2)=[O:18])[C:24]([F:25])=[CH:23][CH:22]=1. (5) Given the reactants [CH3:1][N:2]1[CH:6]=[CH:5][N:4]=[C:3]1[CH3:7].[Cl:8][C:9]1[CH:14]=[C:13]([Cl:15])[CH:12]=[CH:11][C:10]=1[C:16]1C(C2NC=CN=2)=[CH:20][N:19]=[C:18]([NH:27][CH2:28][CH2:29][NH:30][C:31]2[CH:36]=[CH:35][C:34]([N+:37]([O-:39])=[O:38])=[CH:33][N:32]=2)[N:17]=1, predict the reaction product. The product is: [Cl:8][C:9]1[CH:14]=[C:13]([Cl:15])[CH:12]=[CH:11][C:10]=1[C:16]1[C:7]([C:3]2[N:2]([CH3:1])[CH:6]=[CH:5][N:4]=2)=[CH:20][N:19]=[C:18]([NH:27][CH2:28][CH2:29][NH:30][C:31]2[CH:36]=[CH:35][C:34]([N+:37]([O-:39])=[O:38])=[CH:33][N:32]=2)[N:17]=1. (6) Given the reactants [NH2:1][C:2]1[CH:11]=[C:10]([Cl:12])[C:9](Br)=[CH:8][C:3]=1[C:4]([O:6][CH3:7])=[O:5].[Cl:14][C:15]1[CH:20]=[CH:19][CH:18]=[CH:17][C:16]=1B(O)O.C([O-])([O-])=O.[Na+].[Na+], predict the reaction product. The product is: [NH2:1][C:2]1[CH:11]=[C:10]([Cl:12])[C:9]([C:16]2[CH:17]=[CH:18][CH:19]=[CH:20][C:15]=2[Cl:14])=[CH:8][C:3]=1[C:4]([O:6][CH3:7])=[O:5]. (7) Given the reactants [C:1]1([C:7]2[CH:14]=[CH:13][C:10]([CH:11]=[O:12])=[CH:9][N:8]=2)[CH:6]=[CH:5][CH:4]=[CH:3][CH:2]=1.[CH3:15][Mg]Br, predict the reaction product. The product is: [C:1]1([C:7]2[N:8]=[CH:9][C:10]([CH:11]([OH:12])[CH3:15])=[CH:13][CH:14]=2)[CH:2]=[CH:3][CH:4]=[CH:5][CH:6]=1. (8) Given the reactants [CH3:1][O:2][C:3]([NH:5][C@@H:6]([CH:28]([CH3:30])[CH3:29])[C:7]([N:9]1[C@H:17]([C:18]([O:20]CC2C=CC=CC=2)=[O:19])[CH2:16][C:11]2([O:15][CH2:14][CH2:13][O:12]2)[CH2:10]1)=[O:8])=[O:4], predict the reaction product. The product is: [CH3:1][O:2][C:3]([NH:5][C@@H:6]([CH:28]([CH3:30])[CH3:29])[C:7]([N:9]1[C@H:17]([C:18]([OH:20])=[O:19])[CH2:16][C:11]2([O:15][CH2:14][CH2:13][O:12]2)[CH2:10]1)=[O:8])=[O:4]. (9) Given the reactants F[C:2]1[CH:9]=[C:8]([N:10]2[C:22]3[CH:21]=[CH:20][CH:19]=[C:18]([C:23]4[NH:27][C:26]5[CH:28]=[C:29]([F:32])[CH:30]=[CH:31][C:25]=5[N:24]=4)[C:17]=3[C:16]3[C:11]2=[CH:12][CH:13]=[CH:14][CH:15]=3)[CH:7]=[CH:6][C:3]=1[C:4]#[N:5].C(=O)([O-])[O-].[K+].[K+].[NH2:39][CH2:40][C:41]1[CH:46]=[CH:45][CH:44]=[CH:43][N:42]=1.[OH-:47].[Na+].OO, predict the reaction product. The product is: [F:32][C:29]1[CH:30]=[CH:31][C:25]2[N:24]=[C:23]([C:18]3[C:17]4[C:16]5[C:11](=[CH:12][CH:13]=[CH:14][CH:15]=5)[N:10]([C:8]5[CH:7]=[CH:6][C:3]([C:4]([NH2:5])=[O:47])=[C:2]([NH:39][CH2:40][C:41]6[CH:46]=[CH:45][CH:44]=[CH:43][N:42]=6)[CH:9]=5)[C:22]=4[CH:21]=[CH:20][CH:19]=3)[NH:27][C:26]=2[CH:28]=1. (10) Given the reactants [CH2:1]([O:5][C:6]1[CH:7]=[C:8]([CH:11]=[CH:12][CH:13]=1)[CH:9]=O)[CH2:2][CH2:3][CH3:4].[N+:14]([CH3:17])([O-:16])=[O:15].C([O-])(=O)C.[NH4+], predict the reaction product. The product is: [CH2:1]([O:5][C:6]1[CH:13]=[CH:12][CH:11]=[C:8](/[CH:9]=[CH:17]/[N+:14]([O-:16])=[O:15])[CH:7]=1)[CH2:2][CH2:3][CH3:4].